From a dataset of Full USPTO retrosynthesis dataset with 1.9M reactions from patents (1976-2016). Predict the reactants needed to synthesize the given product. Given the product [Cl:14][C:15]1[CH:22]=[CH:21][CH:20]=[CH:19][C:16]=1[C:17]1[NH:18][C:11]([CH3:12])=[C:3]([C:4]([O:6][C:7]([CH3:10])([CH3:9])[CH3:8])=[O:5])[N:2]=1, predict the reactants needed to synthesize it. The reactants are: O[N:2]=[C:3]([C:11](=O)[CH3:12])[C:4]([O:6][C:7]([CH3:10])([CH3:9])[CH3:8])=[O:5].[Cl:14][C:15]1[CH:22]=[CH:21][CH:20]=[CH:19][C:16]=1[CH2:17][NH2:18].